This data is from Catalyst prediction with 721,799 reactions and 888 catalyst types from USPTO. The task is: Predict which catalyst facilitates the given reaction. (1) Reactant: [C:1]([C:4]1[C:5]([C:27]2[CH:32]=[CH:31][C:30]([F:33])=[C:29]([Cl:34])[CH:28]=2)=[N:6][N:7]2[CH:12]([CH2:13][CH2:14]OS(C)(=O)=O)[CH2:11][N:10]([C:20]([O:22][C:23]([CH3:26])([CH3:25])[CH3:24])=[O:21])[CH2:9][C:8]=12)(=[O:3])[NH2:2].[Li+].[B-](CC)(CC)CC. Product: [C:1]([C:4]1[C:5]([C:27]2[CH:32]=[CH:31][C:30]([F:33])=[C:29]([Cl:34])[CH:28]=2)=[N:6][N:7]2[CH:12]([CH2:13][CH3:14])[CH2:11][N:10]([C:20]([O:22][C:23]([CH3:25])([CH3:26])[CH3:24])=[O:21])[CH2:9][C:8]=12)(=[O:3])[NH2:2]. The catalyst class is: 1. (2) Reactant: [N:1]1[CH:6]=[CH:5][CH:4]=[C:3]([NH:7][C:8](=[O:15])OCC(Cl)(Cl)Cl)[CH:2]=1.[F:16][C:17]1[CH:22]=[C:21]([F:23])[CH:20]=[CH:19][C:18]=1[C:24]1[CH:29]=[N:28][CH:27]=[C:26]([N:30]2[CH2:35][CH2:34][NH:33][CH2:32][CH2:31]2)[N:25]=1. Product: [F:16][C:17]1[CH:22]=[C:21]([F:23])[CH:20]=[CH:19][C:18]=1[C:24]1[N:25]=[C:26]([N:30]2[CH2:31][CH2:32][N:33]([C:8]([NH:7][C:3]3[CH:2]=[N:1][CH:6]=[CH:5][CH:4]=3)=[O:15])[CH2:34][CH2:35]2)[CH:27]=[N:28][CH:29]=1. The catalyst class is: 175. (3) Reactant: I[C:2]1[CH:3]=[C:4]([CH:8]=[CH:9][CH:10]=1)[C:5]([OH:7])=[O:6].[C:11]([O:15][CH2:16][CH3:17])(=[O:14])[CH:12]=[CH2:13].C(N(CC)CC)C. Product: [CH2:16]([O:15][C:11](=[O:14])/[CH:12]=[CH:13]/[C:2]1[CH:3]=[C:4]([CH:8]=[CH:9][CH:10]=1)[C:5]([OH:7])=[O:6])[CH3:17]. The catalyst class is: 274. (4) Reactant: [NH2:1][C@@H:2]([CH2:13][CH:14]1[CH2:19][CH2:18][CH2:17][CH2:16][CH2:15]1)[CH2:3][N:4]([CH3:12])[C:5](=[O:11])[O:6][C:7]([CH3:10])([CH3:9])[CH3:8].C1N=CN([C:25]([N:27]2[CH:31]=N[CH:29]=[CH:28]2)=[O:26])C=1.CCN(C(C)C)C(C)C.[F:41][C:42]1[CH:43]=[C:44]([C@@H:48]([C@@H:57]2CCCN[CH2:58]2)[O:49][CH2:50][CH2:51][NH:52][C:53](=[O:56])[O:54][CH3:55])[CH:45]=[CH:46][CH:47]=1. Product: [CH:14]1([CH2:13][C@H:2]([NH:1][C:25]([N:27]2[CH2:28][CH2:29][CH2:58][C@@H:57]([C@H:48]([C:44]3[CH:45]=[CH:46][CH:47]=[C:42]([F:41])[CH:43]=3)[O:49][CH2:50][CH2:51][NH:52][C:53](=[O:56])[O:54][CH3:55])[CH2:31]2)=[O:26])[CH2:3][N:4]([CH3:12])[C:5]([O:6][C:7]([CH3:9])([CH3:10])[CH3:8])=[O:11])[CH2:15][CH2:16][CH2:17][CH2:18][CH2:19]1. The catalyst class is: 2. (5) Reactant: [F:1][C:2]1[CH:10]=[C:9]2[C:5]([C:6]([C:11]3[CH:12]=[CH:13][C:14]4[S:18](=[O:20])(=[O:19])[N:17]([CH2:21][C:22](O)=[O:23])[CH:16]([CH3:25])[C:15]=4[CH:26]=3)=[CH:7][NH:8]2)=[CH:4][CH:3]=1.Cl.[CH3:28][NH:29][CH3:30].CCN(C(C)C)C(C)C.CN(C(ON1N=NC2C=CC=NC1=2)=[N+](C)C)C.F[P-](F)(F)(F)(F)F. Product: [F:1][C:2]1[CH:10]=[C:9]2[C:5]([C:6]([C:11]3[CH:12]=[CH:13][C:14]4[S:18](=[O:20])(=[O:19])[N:17]([CH2:21][C:22]([N:29]([CH3:30])[CH3:28])=[O:23])[CH:16]([CH3:25])[C:15]=4[CH:26]=3)=[CH:7][NH:8]2)=[CH:4][CH:3]=1. The catalyst class is: 248. (6) Reactant: [C:1]([C:3]1[CH:4]=[CH:5][C:6]2[NH:12][C:11]3[N:13]=[C:14]([C:17]([F:20])([F:19])[F:18])[CH:15]=[CH:16][C:10]=3[CH2:9][N:8]([S:21]([C:24]3[CH:29]=[CH:28][C:27]([C:30]([CH3:33])([CH3:32])[CH3:31])=[CH:26][CH:25]=3)(=[O:23])=[O:22])[C:7]=2[C:34]=1[CH3:35])#[N:2].O.[OH-].[Li+].[O:39]1CCOCC1.O. Product: [C:30]([C:27]1[CH:28]=[CH:29][C:24]([S:21]([N:8]2[C:7]3[C:34]([CH3:35])=[C:3]([C:1]([NH2:2])=[O:39])[CH:4]=[CH:5][C:6]=3[NH:12][C:11]3[N:13]=[C:14]([C:17]([F:19])([F:20])[F:18])[CH:15]=[CH:16][C:10]=3[CH2:9]2)(=[O:22])=[O:23])=[CH:25][CH:26]=1)([CH3:31])([CH3:32])[CH3:33]. The catalyst class is: 25. (7) Product: [C:1]([O:9][CH2:10][C@@:11]1([CH3:19])[CH2:17][CH2:16][CH2:15][C:14](=[O:18])[CH2:13][O:12]1)(=[O:8])[C:2]1[CH:3]=[CH:4][CH:5]=[CH:6][CH:7]=1. The catalyst class is: 635. Reactant: [C:1]([O:9][CH2:10][C@@:11]1([CH3:19])[CH2:17][CH2:16][CH2:15][CH:14]([OH:18])[CH2:13][O:12]1)(=[O:8])[C:2]1[CH:7]=[CH:6][CH:5]=[CH:4][CH:3]=1.C1C=C[NH+]=CC=1.[O-][Cr](Cl)(=O)=O. (8) Reactant: [NH2:1][CH:2]1[CH2:6][CH2:5][CH2:4][C:3]1([NH:8][C:9](=[O:15])[O:10][C:11]([CH3:14])([CH3:13])[CH3:12])[CH3:7].[N:16]1[N:17]([C:21]2[CH:29]=[CH:28][CH:27]=[CH:26][C:22]=2[C:23](O)=[O:24])[N:18]=[CH:19][CH:20]=1.CN(C(ON1N=NC2C=CC=NC1=2)=[N+](C)C)C.F[P-](F)(F)(F)(F)F.C(N(CC)CC)C. Product: [CH3:7][C:3]1([NH:8][C:9](=[O:15])[O:10][C:11]([CH3:14])([CH3:13])[CH3:12])[CH2:4][CH2:5][CH2:6][CH:2]1[NH:1][C:23](=[O:24])[C:22]1[CH:26]=[CH:27][CH:28]=[CH:29][C:21]=1[N:17]1[N:18]=[CH:19][CH:20]=[N:16]1. The catalyst class is: 3.